This data is from Full USPTO retrosynthesis dataset with 1.9M reactions from patents (1976-2016). The task is: Predict the reactants needed to synthesize the given product. (1) Given the product [Br:22][C:12]1[N:11]([CH3:13])[N:10]=[C:9]([CH3:14])[C:8]=1[C:5]1[CH:4]=[CH:3][C:2]([F:1])=[CH:7][CH:6]=1, predict the reactants needed to synthesize it. The reactants are: [F:1][C:2]1[CH:7]=[CH:6][C:5]([C:8]2[C:9]([CH3:14])=[N:10][N:11]([CH3:13])[CH:12]=2)=[CH:4][CH:3]=1.C1C(=O)N([Br:22])C(=O)C1. (2) Given the product [C:1]([NH:4][CH:5]([C:10]1[CH:15]=[CH:14][CH:13]=[CH:12][C:11]=1[O:16][CH2:17][C:18]1[CH:19]=[C:20]([C:24]2[CH:29]=[CH:28][CH:27]=[C:26]([CH2:30][NH:31][C:32]([O:34][C:35]([CH3:38])([CH3:37])[CH3:36])=[O:33])[CH:25]=2)[CH:21]=[CH:22][CH:23]=1)[C:6]([OH:8])=[O:7])(=[O:3])[CH3:2], predict the reactants needed to synthesize it. The reactants are: [C:1]([NH:4][CH:5]([C:10]1[CH:15]=[CH:14][CH:13]=[CH:12][C:11]=1[O:16][CH2:17][C:18]1[CH:19]=[C:20]([C:24]2[CH:29]=[CH:28][CH:27]=[C:26]([CH2:30][NH:31][C:32]([O:34][C:35]([CH3:38])([CH3:37])[CH3:36])=[O:33])[CH:25]=2)[CH:21]=[CH:22][CH:23]=1)[C:6]([O:8]C)=[O:7])(=[O:3])[CH3:2].CC#N.